From a dataset of Full USPTO retrosynthesis dataset with 1.9M reactions from patents (1976-2016). Predict the reactants needed to synthesize the given product. (1) Given the product [Cl:32][C:21]1[N:22]=[C:23]([N:26]2[CH2:27][CH2:28][O:29][CH2:30][CH2:31]2)[C:24]2[N:25]=[C:17]([CH2:16][N:12]3[CH2:13][C@H:36]([CH3:37])[NH:35][C@H:34]([CH3:33])[CH2:11]3)[S:18][C:19]=2[N:20]=1, predict the reactants needed to synthesize it. The reactants are: C(OC(N1CC2C([CH2:11][N:12]([CH2:16][C:17]3[S:18][C:19]4[N:20]=[C:21]([Cl:32])[N:22]=[C:23]([N:26]5[CH2:31][CH2:30][O:29][CH2:28][CH2:27]5)[C:24]=4[N:25]=3)[CH2:13]2)C1)=O)(C)(C)C.[CH3:33][C@H:34]1CN[CH2:37][C@@H:36](C)[NH:35]1. (2) Given the product [Cl:1][C:2]1[C:3]2[S:10][C:9]([C:11]#[N:14])=[CH:8][C:4]=2[N:5]=[CH:6][N:7]=1, predict the reactants needed to synthesize it. The reactants are: [Cl:1][C:2]1[C:3]2[S:10][CH:9]=[CH:8][C:4]=2[N:5]=[CH:6][N:7]=1.[CH:11]([N-:14]C(C)C)(C)C.[Li+].S(C#N)(C1C=CC(C)=CC=1)(=O)=O. (3) Given the product [N:19]1([C:22]([O:16][CH:13]([C:10]2[CH:11]=[N:12][C:7]([C:1]3[CH:6]=[CH:5][CH:4]=[CH:3][CH:2]=3)=[CH:8][CH:9]=2)[CH2:14][CH3:15])=[O:23])[CH:18]=[CH:17][N:21]=[CH:20]1, predict the reactants needed to synthesize it. The reactants are: [C:1]1([C:7]2[N:12]=[CH:11][C:10]([CH:13]([OH:16])[CH2:14][CH3:15])=[CH:9][CH:8]=2)[CH:6]=[CH:5][CH:4]=[CH:3][CH:2]=1.[CH:17]1[N:21]=[CH:20][N:19]([C:22](N2C=NC=C2)=[O:23])[CH:18]=1. (4) The reactants are: F[C:2]1[CH:7]=[CH:6][CH:5]=[CH:4][C:3]=1[C:8]1[N:12]([CH2:13][CH:14]([OH:19])[C:15]([CH3:18])([CH3:17])[CH3:16])[C:11]2[CH:20]=[CH:21][CH:22]=[C:23]([CH3:24])[C:10]=2[N:9]=1.[H-].[Na+]. Given the product [C:15]([CH:14]1[CH2:13][N:12]2[C:8](=[N:9][C:10]3[C:23]([CH3:24])=[CH:22][CH:21]=[CH:20][C:11]=32)[C:3]2[CH:4]=[CH:5][CH:6]=[CH:7][C:2]=2[O:19]1)([CH3:18])([CH3:17])[CH3:16], predict the reactants needed to synthesize it. (5) Given the product [O:1]1[C:5]2[CH:6]=[CH:7][C:8]([NH:10][C:11]3[C:19]4[C:18]5[CH2:20][N:21]([C:24](=[O:26])[CH3:25])[CH2:22][CH2:23][C:17]=5[NH:16][C:15]=4[N:14]=[CH:13][CH:12]=3)=[CH:9][C:4]=2[O:3][CH2:2]1, predict the reactants needed to synthesize it. The reactants are: [O:1]1[C:5]2[CH:6]=[CH:7][C:8]([NH:10][C:11]3[C:19]4[C:18]5[CH2:20][NH:21][CH2:22][CH2:23][C:17]=5[NH:16][C:15]=4[N:14]=[CH:13][CH:12]=3)=[CH:9][C:4]=2[O:3][CH2:2]1.[C:24](OC(=O)C)(=[O:26])[CH3:25].C(N(CC)CC)C.